Dataset: Reaction yield outcomes from USPTO patents with 853,638 reactions. Task: Predict the reaction yield, written as a fraction of the theoretical maximum amount of product (1.0 means a 100% yield; for example, 0.34 means a 34% yield). The reactants are [F:1][C:2]1[CH:7]=[C:6]([N+:8]([O-])=O)[CH:5]=[C:4]([F:11])[C:3]=1[Si:12]([CH3:15])([CH3:14])[CH3:13]. The catalyst is CO.[C].[Pd]. The product is [F:1][C:2]1[CH:7]=[C:6]([CH:5]=[C:4]([F:11])[C:3]=1[Si:12]([CH3:14])([CH3:13])[CH3:15])[NH2:8]. The yield is 0.820.